From a dataset of Catalyst prediction with 721,799 reactions and 888 catalyst types from USPTO. Predict which catalyst facilitates the given reaction. Reactant: [CH3:1][N:2]1[CH2:7][CH2:6][N:5]([S:8]([C:11]2[CH:12]=[C:13]3[C:17](=[CH:18][CH:19]=2)[NH:16][CH:15]=[CH:14]3)(=[O:10])=[O:9])[CH2:4][CH2:3]1.[C:20](O[C:20]([O:22][C:23]([CH3:26])([CH3:25])[CH3:24])=[O:21])([O:22][C:23]([CH3:26])([CH3:25])[CH3:24])=[O:21]. Product: [CH3:1][N:2]1[CH2:7][CH2:6][N:5]([S:8]([C:11]2[CH:12]=[C:13]3[C:17](=[CH:18][CH:19]=2)[N:16]([C:20]([O:22][C:23]([CH3:26])([CH3:25])[CH3:24])=[O:21])[CH:15]=[CH:14]3)(=[O:10])=[O:9])[CH2:4][CH2:3]1. The catalyst class is: 119.